Dataset: Reaction yield outcomes from USPTO patents with 853,638 reactions. Task: Predict the reaction yield, written as a fraction of the theoretical maximum amount of product (1.0 means a 100% yield; for example, 0.34 means a 34% yield). (1) The product is [Cl:1][C:2]1[CH:7]=[C:6]([N:8]2[CH2:13][CH2:12][O:11][CH2:10][CH2:9]2)[N:5]=[C:4]([CH2:14][CH2:15][CH2:16][CH2:17][OH:18])[N:3]=1. The reactants are [Cl:1][C:2]1[CH:7]=[C:6]([N:8]2[CH2:13][CH2:12][O:11][CH2:10][CH2:9]2)[N:5]=[C:4]([CH2:14][CH2:15][CH2:16][C:17](OCC)=[O:18])[N:3]=1.[H-].C([Al+]CC(C)C)C(C)C. The yield is 0.790. The catalyst is C1COCC1. (2) The reactants are Br[C:2]1[CH:7]=[CH:6][CH:5]=[C:4]([C:8]#[C:9][CH3:10])[CH:3]=1.BrC1C=C(OCC)C=CC=1.[OH:21][CH2:22][C:23]1[CH:28]=[CH:27][C:26](B(O)O)=[CH:25][CH:24]=1.C(=O)([O-])[O-].[Na+].[Na+]. The catalyst is C1C=CC([P]([Pd]([P](C2C=CC=CC=2)(C2C=CC=CC=2)C2C=CC=CC=2)([P](C2C=CC=CC=2)(C2C=CC=CC=2)C2C=CC=CC=2)[P](C2C=CC=CC=2)(C2C=CC=CC=2)C2C=CC=CC=2)(C2C=CC=CC=2)C2C=CC=CC=2)=CC=1.O. The product is [C:8]([C:4]1[CH:3]=[C:2]([C:26]2[CH:27]=[CH:28][C:23]([CH2:22][OH:21])=[CH:24][CH:25]=2)[CH:7]=[CH:6][CH:5]=1)#[C:9][CH3:10]. The yield is 0.870. (3) The reactants are [O:1]1[C:9]2[CH2:8][CH2:7][NH:6][CH2:5][C:4]=2[CH:3]=[CH:2]1.[CH2:10]([O:12][C:13](=[O:30])[C:14]([CH3:29])([CH3:28])[CH2:15][CH2:16][CH2:17][CH2:18][CH:19](Br)[C:20]1[CH:25]=[CH:24][CH:23]=[CH:22][C:21]=1[Cl:26])[CH3:11].C(=O)([O-])[O-].[K+].[K+]. The catalyst is CN(C=O)C. The product is [CH2:10]([O:12][C:13](=[O:30])[C:14]([CH3:29])([CH3:28])[CH2:15][CH2:16][CH2:17][CH2:18][CH:19]([C:20]1[CH:25]=[CH:24][CH:23]=[CH:22][C:21]=1[Cl:26])[N:6]1[CH2:7][CH2:8][C:9]2[O:1][CH:2]=[CH:3][C:4]=2[CH2:5]1)[CH3:11]. The yield is 0.481. (4) The product is [Br:15][C:16]1[CH:17]=[C:18]([CH:22]=[CH:23][C:24]=1[O:25][C:26]([F:27])([F:28])[F:29])[CH:19]=[O:20]. The yield is 0.740. The reactants are FC(F)(F)C1C=CC=C(C(F)(F)F)C=1.[Br:15][C:16]1[CH:17]=[C:18]([CH:22]=[CH:23][C:24]=1[O:25][C:26]([F:29])([F:28])[F:27])[C:19](Cl)=[O:20].[H][H]. The catalyst is O. (5) The reactants are [N+:1]([C:4]1[CH:12]=[C:11]2[C:7]([C:8]([C:13]#[N:14])=[CH:9][NH:10]2)=[CH:6][CH:5]=1)([O-])=O. The catalyst is CCO.[Pd]. The product is [NH2:1][C:4]1[CH:12]=[C:11]2[C:7]([C:8]([C:13]#[N:14])=[CH:9][NH:10]2)=[CH:6][CH:5]=1. The yield is 0.990. (6) The reactants are [C:1]([NH:4][CH2:5][CH2:6][NH2:7])(=[O:3])[CH3:2].[CH2:8]([C:10]1[CH:27]=[CH:26][C:13]([O:14][C:15]2[CH:20]=[CH:19][C:18]([S:21](Cl)(=[O:23])=[O:22])=[CH:17][C:16]=2[F:25])=[C:12]([O:28][CH3:29])[CH:11]=1)[CH3:9]. The catalyst is C1COCC1. The product is [CH2:8]([C:10]1[CH:27]=[CH:26][C:13]([O:14][C:15]2[CH:20]=[CH:19][C:18]([S:21]([NH:7][CH2:6][CH2:5][NH:4][C:1](=[O:3])[CH3:2])(=[O:23])=[O:22])=[CH:17][C:16]=2[F:25])=[C:12]([O:28][CH3:29])[CH:11]=1)[CH3:9]. The yield is 0.370. (7) The reactants are Cl[C:2]1[N:11]=[C:10]([NH:12][CH2:13][CH:14]([CH:21]2[CH2:23][CH2:22]2)[C:15]2[CH:20]=[CH:19][CH:18]=[CH:17][CH:16]=2)[C:9]2[C:4](=[CH:5][CH:6]=[CH:7][CH:8]=2)[N:3]=1.[CH3:24][C:25]1[C:30](B(O)O)=[CH:29][N:28]2[CH:34]=[CH:35][N:36]=[C:27]2[CH:26]=1.C(NC1C2C(=CC=CC=2)N=C(C2SC3C=CC=CC=3C=2)N=1)(C1C=CC=CC=1)C1C=CC=CC=1. The catalyst is C(Cl)(Cl)Cl.CO. The product is [CH:21]1([CH:14]([C:15]2[CH:20]=[CH:19][CH:18]=[CH:17][CH:16]=2)[CH2:13][NH:12][C:10]2[C:9]3[C:4](=[CH:5][CH:6]=[CH:7][CH:8]=3)[N:3]=[C:2]([C:30]3[C:25]([CH3:24])=[CH:26][C:27]4[N:28]([CH:34]=[CH:35][N:36]=4)[CH:29]=3)[N:11]=2)[CH2:23][CH2:22]1. The yield is 0.310. (8) The product is [CH3:26][C:3]1[NH:2][N:29]=[C:5]([C:7]2[S:8][CH:9]=[CH:10][C:11]=2[NH:12][C:13](=[O:25])[CH2:14][C:15]2[C:24]3[C:19](=[CH:20][CH:21]=[CH:22][CH:23]=3)[CH:18]=[CH:17][CH:16]=2)[CH:4]=1. The yield is 0.160. The reactants are C[N:2](C)/[C:3](/[CH3:26])=[CH:4]/[C:5]([C:7]1[S:8][CH:9]=[CH:10][C:11]=1[NH:12][C:13](=[O:25])[CH2:14][C:15]1[C:24]2[C:19](=[CH:20][CH:21]=[CH:22][CH:23]=2)[CH:18]=[CH:17][CH:16]=1)=O.O.[NH2:29]N.C(O)(=O)C. The catalyst is C(O)C.